This data is from Peptide-MHC class I binding affinity with 185,985 pairs from IEDB/IMGT. The task is: Regression. Given a peptide amino acid sequence and an MHC pseudo amino acid sequence, predict their binding affinity value. This is MHC class I binding data. The peptide sequence is MLKLRVDVF. The MHC is HLA-A69:01 with pseudo-sequence HLA-A69:01. The binding affinity (normalized) is 0.0847.